Dataset: Peptide-MHC class II binding affinity with 134,281 pairs from IEDB. Task: Regression. Given a peptide amino acid sequence and an MHC pseudo amino acid sequence, predict their binding affinity value. This is MHC class II binding data. (1) The peptide sequence is GDTMAEVELREHGSD. The MHC is HLA-DPA10201-DPB11401 with pseudo-sequence HLA-DPA10201-DPB11401. The binding affinity (normalized) is 0.0228. (2) The peptide sequence is EKKYFAAEQFEPLAA. The MHC is DRB1_1602 with pseudo-sequence DRB1_1602. The binding affinity (normalized) is 0.511. (3) The peptide sequence is SELYLYKVVKIEPLGVAP. The MHC is DRB1_0802 with pseudo-sequence DRB1_0802. The binding affinity (normalized) is 0.763. (4) The peptide sequence is SQDLPLSWNLNGLQAY. The MHC is DRB1_1302 with pseudo-sequence DRB1_1302. The binding affinity (normalized) is 0.622. (5) The peptide sequence is EKKYFAATQFEPLAR. The MHC is HLA-DQA10301-DQB10302 with pseudo-sequence HLA-DQA10301-DQB10302. The binding affinity (normalized) is 0.217. (6) The peptide sequence is GSLQIVDKIDAAFKI. The MHC is DRB1_0401 with pseudo-sequence DRB1_0401. The binding affinity (normalized) is 0.585. (7) The peptide sequence is DVKFPGGGQIVGGVY. The MHC is DRB1_0401 with pseudo-sequence DRB1_0401. The binding affinity (normalized) is 0.272. (8) The peptide sequence is GKAFATYTNAKRIVK. The MHC is DRB5_0101 with pseudo-sequence DRB5_0101. The binding affinity (normalized) is 0.605. (9) The peptide sequence is ASEAPPTSHRRASRQ. The MHC is HLA-DQA10501-DQB10201 with pseudo-sequence HLA-DQA10501-DQB10201. The binding affinity (normalized) is 0.399. (10) The peptide sequence is GKIILVAVHVASGYI. The MHC is DRB1_1101 with pseudo-sequence DRB1_1101. The binding affinity (normalized) is 0.451.